This data is from Full USPTO retrosynthesis dataset with 1.9M reactions from patents (1976-2016). The task is: Predict the reactants needed to synthesize the given product. (1) Given the product [C:27]([O:20][CH:9]([C:3]1[CH:4]=[CH:5][CH:6]=[CH:7][CH:8]=1)[CH:10]([CH3:19])[CH:11]([C:13]1[CH:18]=[CH:17][CH:16]=[CH:15][CH:14]=1)[O:12][C:38](=[O:39])[C:37]1[CH:36]=[CH:40][CH:24]=[CH:23][CH:22]=1)(=[O:34])[C:28]1[CH:33]=[CH:32][CH:31]=[CH:30][CH:29]=1, predict the reactants needed to synthesize it. The reactants are: O=O.[C:3]1([CH:9]([OH:20])[CH:10]([CH3:19])[CH:11]([C:13]2[CH:18]=[CH:17][CH:16]=[CH:15][CH:14]=2)[OH:12])[CH:8]=[CH:7][CH:6]=[CH:5][CH:4]=1.N1C=C[CH:24]=[CH:23][CH:22]=1.[C:27](Cl)(=[O:34])[C:28]1[CH:33]=[CH:32][CH:31]=[CH:30][CH:29]=1.[CH2:36]1[CH2:40][O:39][CH2:38][CH2:37]1. (2) Given the product [C:3]12([CH2:13][CH2:14][NH:15][C:16]3[CH:21]=[CH:20][C:19]([NH2:22])=[CH:18][C:17]=3[F:25])[CH2:4][CH:5]3[CH2:11][CH:9]([CH2:8][CH:7]([CH2:6]3)[CH2:12]1)[CH2:10]2, predict the reactants needed to synthesize it. The reactants are: O.Cl.[C:3]12([CH2:13][CH2:14][NH:15][C:16]3[CH:21]=[CH:20][C:19]([N+:22]([O-])=O)=[CH:18][C:17]=3[F:25])[CH2:12][CH:7]3[CH2:8][CH:9]([CH2:11][CH:5]([CH2:6]3)[CH2:4]1)[CH2:10]2. (3) Given the product [CH2:1]([O:3][C:4](=[O:25])[CH2:5][C:6]1[CH:7]=[CH:8][C:9]([C:12]2[CH:17]=[CH:16][C:15]([C:18]3[O:22][N:21]=[C:20]([CH3:23])[C:19]=3[NH:24][C:27]3[CH:32]=[CH:31][CH:30]=[C:29]([C:33]4[CH:34]=[CH:35][CH:36]=[CH:37][CH:38]=4)[N:28]=3)=[CH:14][CH:13]=2)=[CH:10][CH:11]=1)[CH3:2], predict the reactants needed to synthesize it. The reactants are: [CH2:1]([O:3][C:4](=[O:25])[CH2:5][C:6]1[CH:11]=[CH:10][C:9]([C:12]2[CH:17]=[CH:16][C:15]([C:18]3[O:22][N:21]=[C:20]([CH3:23])[C:19]=3[NH2:24])=[CH:14][CH:13]=2)=[CH:8][CH:7]=1)[CH3:2].Br[C:27]1[CH:32]=[CH:31][CH:30]=[C:29]([C:33]2[CH:38]=[CH:37][CH:36]=[CH:35][CH:34]=2)[N:28]=1. (4) Given the product [CH3:11][C:12]1[CH:17]=[CH:16][CH:15]=[C:14]([CH3:18])[C:13]=1[C:2]1[CH:7]=[CH:6][CH:5]=[C:4]([N+:8]([O-:10])=[O:9])[CH:3]=1, predict the reactants needed to synthesize it. The reactants are: Br[C:2]1[CH:7]=[CH:6][CH:5]=[C:4]([N+:8]([O-:10])=[O:9])[CH:3]=1.[CH3:11][C:12]1[CH:17]=[CH:16][CH:15]=[C:14]([CH3:18])[C:13]=1B(O)O.O.[O-]P([O-])([O-])=O.[K+].[K+].[K+].C1(P(C2CCCCC2)C2C=CC=CC=2C2C(OC)=CC=CC=2OC)CCCCC1.